This data is from Reaction yield outcomes from USPTO patents with 853,638 reactions. The task is: Predict the reaction yield, written as a fraction of the theoretical maximum amount of product (1.0 means a 100% yield; for example, 0.34 means a 34% yield). (1) The reactants are [OH:1][C:2]1[CH:7]=[CH:6][N:5]2[N:8]=[CH:9][C:10]([C:11]([O:13]CC)=[O:12])=[C:4]2[N:3]=1.C1COCC1.O.[OH-].[Li+]. The catalyst is CO. The product is [OH:1][C:2]1[CH:7]=[CH:6][N:5]2[N:8]=[CH:9][C:10]([C:11]([OH:13])=[O:12])=[C:4]2[N:3]=1. The yield is 0.680. (2) The reactants are [C:1]([C:3]1[CH:4]=[C:5]([B:9]([OH:11])[OH:10])[CH:6]=[CH:7][CH:8]=1)#[N:2].[CH2:12](O)[CH2:13][OH:14].CCCCCC. The catalyst is C1COCC1. The product is [B:9]([O:11][CH2:12][CH2:13][OH:14])([OH:10])[C:5]1[CH:6]=[CH:7][CH:8]=[C:3]([C:1]#[N:2])[CH:4]=1. The yield is 1.00. (3) The catalyst is ClCCl. The reactants are [CH:1]1([N:4]2[C:13]3[C:8](=[CH:9][C:10]([F:23])=[C:11]([N:14]4[CH2:19][CH2:18][N:17]([CH2:20][CH2:21][CH3:22])[CH2:16][CH2:15]4)[CH:12]=3)[C:7](=[O:24])[C:6]([C:25]([OH:27])=[O:26])=[CH:5]2)[CH2:3][CH2:2]1.[CH3:28][C:29]1([CH3:36])[O:33][CH:32]([CH2:34]O)[CH2:31][O:30]1.C(N(CC)CC)C.CN(C(ON1N=NC2C=CC=CC1=2)=[N+](C)C)C.F[P-](F)(F)(F)(F)F. The yield is 0.890. The product is [CH:1]1([N:4]2[C:13]3[C:8](=[CH:9][C:10]([F:23])=[C:11]([N:14]4[CH2:19][CH2:18][N:17]([CH2:20][CH2:21][CH3:22])[CH2:16][CH2:15]4)[CH:12]=3)[C:7](=[O:24])[C:6]([C:25]([O:27][CH2:34][CH:32]3[CH2:31][O:30][C:29]([CH3:36])([CH3:28])[O:33]3)=[O:26])=[CH:5]2)[CH2:3][CH2:2]1. (4) The reactants are [F:1][C:2]([F:40])([F:39])[C:3]1[CH:4]=[C:5]([C:13]([CH3:38])([CH3:37])[C:14]([N:16]([CH3:36])[C:17]2[CH:18]=[N:19][C:20]([N:30]3[CH2:35][CH2:34]S[CH2:32][CH2:31]3)=[CH:21][C:22]=2[C:23]2[CH:28]=[CH:27][CH:26]=[CH:25][C:24]=2[CH3:29])=[O:15])[CH:6]=[C:7]([C:9]([F:12])([F:11])[F:10])[CH:8]=1.O[O:42][S:43]([O-:45])=O.[K+].S([O-])(O)=O.[Na+].C(=O)([O-])[O-].[Na+].[Na+]. The catalyst is CO. The product is [F:12][C:9]([F:10])([F:11])[C:7]1[CH:6]=[C:5]([C:13]([CH3:38])([CH3:37])[C:14]([N:16]([C:17]2[CH:18]=[N:19][C:20]([N:30]3[CH2:31][CH2:32][S:43](=[O:45])(=[O:42])[CH2:34][CH2:35]3)=[CH:21][C:22]=2[C:23]2[CH:28]=[CH:27][CH:26]=[CH:25][C:24]=2[CH3:29])[CH3:36])=[O:15])[CH:4]=[C:3]([C:2]([F:39])([F:40])[F:1])[CH:8]=1. The yield is 0.930. (5) The reactants are [Cl:1][C:2]1[CH:3]=[C:4]([C:12]2[S:16][C:15]([N:17]3[C:32]([CH3:33])=[C:20]4[CH2:21][N:22](C(OC(C)(C)C)=O)[CH2:23][CH2:24][C:19]4=[N:18]3)=[N:14][N:13]=2)[CH:5]=[CH:6][C:7]=1[O:8][CH:9]([CH3:11])[CH3:10].Cl. The product is [ClH:1].[Cl:1][C:2]1[CH:3]=[C:4]([C:12]2[S:16][C:15]([N:17]3[C:32]([CH3:33])=[C:20]4[CH2:21][NH:22][CH2:23][CH2:24][C:19]4=[N:18]3)=[N:14][N:13]=2)[CH:5]=[CH:6][C:7]=1[O:8][CH:9]([CH3:11])[CH3:10]. The yield is 0.950. The catalyst is C(Cl)Cl.O1CCOCC1.CCOCC. (6) The reactants are [F:1][C:2]1[CH:7]=[CH:6][CH:5]=[C:4]([F:8])[C:3]=1[C:9]1[N:10](S(C2C=CC=CC=2)(=O)=O)[C:11]2[C:16]([CH:17]=1)=[CH:15][C:14]([C:18]1[CH:19]=[N:20][C:21]([C:25]3[CH:26]=[N:27][CH:28]=[N:29][CH:30]=3)=[CH:22][C:23]=1[CH3:24])=[CH:13][CH:12]=2.C(=O)([O-])[O-].[Cs+].[Cs+].CO. The catalyst is C1COCC1. The product is [F:8][C:4]1[CH:5]=[CH:6][CH:7]=[C:2]([F:1])[C:3]=1[C:9]1[NH:10][C:11]2[C:16]([CH:17]=1)=[CH:15][C:14]([C:18]1[CH:19]=[N:20][C:21]([C:25]3[CH:30]=[N:29][CH:28]=[N:27][CH:26]=3)=[CH:22][C:23]=1[CH3:24])=[CH:13][CH:12]=2. The yield is 0.135. (7) The reactants are CCOC(/N=N/C(OCC)=O)=O.C1(P(C2C=CC=CC=2)C2C=CC=CC=2)C=CC=CC=1.[OH:32][CH2:33][CH2:34][N:35]1[CH2:40][CH2:39][O:38][CH2:37][CH2:36]1.[CH3:41][C:42]([NH:44][CH:45]1[C:55]2[CH:56]=[C:57](O)[CH:58]=[CH:59][C:54]=2[C:53]2[C:48](=[CH:49][C:50]([O:65][CH3:66])=[C:51]([O:63][CH3:64])[C:52]=2[O:61][CH3:62])[CH2:47][CH2:46]1)=[O:43]. The catalyst is ClCCl. The yield is 0.370. The product is [O:38]1[CH2:39][CH2:40][N:35]([CH2:34][CH2:33][O:32][C:57]2[CH:58]=[CH:59][C:54]3[C:53]4[C:52]([O:61][CH3:62])=[C:51]([O:63][CH3:64])[C:50]([O:65][CH3:66])=[CH:49][C:48]=4[CH2:47][CH2:46][C@H:45]([NH:44][C:42](=[O:43])[CH3:41])[C:55]=3[CH:56]=2)[CH2:36][CH2:37]1.